From a dataset of Forward reaction prediction with 1.9M reactions from USPTO patents (1976-2016). Predict the product of the given reaction. (1) Given the reactants COC(=O)NC(C(N1C(C2NC(C3C=CC4C(=CC=C(C5C=CC(C6NC(C7C8CC(CC8)N7C(=O)C(NC(OC)=O)C(C)C)=NC=6)=CC=5)C=4)C=3)=CN=2)CC2(CC2)C1)=O)C(C)C.[CH3:63][O:64][C:65](=[O:104])[NH:66][CH:67]([C:71]([N:73]1[CH:78]([C:79]2[NH:80][C:81]([C:84]3[CH:93]=[CH:92][C:91]4[C:86](=[CH:87][CH:88]=[C:89](B5OC(C)(C)C(C)(C)O5)[CH:90]=4)[CH:85]=3)=[CH:82][N:83]=2)[CH:77]2[CH2:103][CH:74]1[CH2:75][CH2:76]2)=[O:72])[CH:68]([CH3:70])[CH3:69].[C:105]([O:109][C:110]([N:112]1[CH:118]([C:119]2[NH:120][C:121]([C:124]3[CH:129]=[CH:128][C:127](Br)=[CH:126][CH:125]=3)=[CH:122][N:123]=2)[CH2:117][C:114]2([CH2:116][CH2:115]2)[CH2:113]1)=[O:111])([CH3:108])([CH3:107])[CH3:106].C(=O)([O-])[O-].[K+].[K+], predict the reaction product. The product is: [C:105]([O:109][C:110]([N:112]1[CH:118]([C:119]2[NH:120][C:121]([C:124]3[CH:129]=[CH:128][C:127]([C:89]4[CH:88]=[CH:87][C:86]5[C:91](=[CH:92][CH:93]=[C:84]([C:81]6[NH:80][C:79]([CH:78]7[CH:77]8[CH2:103][CH:74]([CH2:75][CH2:76]8)[N:73]7[C:71](=[O:72])[CH:67]([NH:66][C:65]([O:64][CH3:63])=[O:104])[CH:68]([CH3:70])[CH3:69])=[N:83][CH:82]=6)[CH:85]=5)[CH:90]=4)=[CH:126][CH:125]=3)=[CH:122][N:123]=2)[CH2:117][C:114]2([CH2:116][CH2:115]2)[CH2:113]1)=[O:111])([CH3:108])([CH3:107])[CH3:106]. (2) Given the reactants C([O:3][C:4]([C:6]1[O:7][C:8]([C:11]#[C:12][C:13]2[CH:18]=[CH:17][CH:16]=[CH:15][C:14]=2[F:19])=[CH:9][CH:10]=1)=[O:5])C.C1COCC1.[OH-].[Na+], predict the reaction product. The product is: [F:19][C:14]1[CH:15]=[CH:16][CH:17]=[CH:18][C:13]=1[C:12]#[C:11][C:8]1[O:7][C:6]([C:4]([OH:5])=[O:3])=[CH:10][CH:9]=1. (3) Given the reactants [OH:1][CH:2]1[C:30]2[C:25](=[CH:26][CH:27]=[CH:28][CH:29]=2)[O:24][C:4]2([CH2:9][CH2:8][N:7]([C:10]([C:12]3[CH:17]=[CH:16][C:15]([O:18][CH:19]([CH3:21])[CH3:20])=[C:14]([O:22][CH3:23])[CH:13]=3)=[O:11])[CH2:6][CH2:5]2)[C:3]1([CH3:32])[CH3:31].[CH3:33][CH:34](O)[CH3:35].Cl, predict the reaction product. The product is: [CH:34]([O:1][CH:2]1[C:30]2[C:25](=[CH:26][CH:27]=[CH:28][CH:29]=2)[O:24][C:4]2([CH2:5][CH2:6][N:7]([C:10]([C:12]3[CH:17]=[CH:16][C:15]([O:18][CH:19]([CH3:20])[CH3:21])=[C:14]([O:22][CH3:23])[CH:13]=3)=[O:11])[CH2:8][CH2:9]2)[C:3]1([CH3:32])[CH3:31])([CH3:35])[CH3:33]. (4) Given the reactants C1([SiH3])C=CC=CC=1.N1CCCC1.CO.[O:15]([C:22]1[CH:23]=[C:24]([C:28]2[CH2:29][CH2:30][CH2:31][N:32]=2)[CH:25]=[CH:26][CH:27]=1)[C:16]1[CH:21]=[CH:20][CH:19]=[CH:18][CH:17]=1, predict the reaction product. The product is: [O:15]([C:22]1[CH:23]=[C:24]([C@@H:28]2[CH2:29][CH2:30][CH2:31][NH:32]2)[CH:25]=[CH:26][CH:27]=1)[C:16]1[CH:17]=[CH:18][CH:19]=[CH:20][CH:21]=1.